This data is from Full USPTO retrosynthesis dataset with 1.9M reactions from patents (1976-2016). The task is: Predict the reactants needed to synthesize the given product. (1) Given the product [NH2:15][C:16]1[N:21]=[CH:20][N:19]=[C:18]2[N:22]([CH:34]3[CH2:35][CH2:36][N:37]([C:40]([O:42][C:43]([CH3:46])([CH3:45])[CH3:44])=[O:41])[CH2:38][CH2:39]3)[N:23]=[C:24]([C:25]3[CH:30]=[CH:29][C:28]([NH:31][C:12](=[O:13])[C:3]4[CH:4]=[CH:5][C:6]([C:8]([F:11])([F:10])[F:9])=[CH:7][C:2]=4[F:1])=[C:27]([O:32][CH3:33])[CH:26]=3)[C:17]=12, predict the reactants needed to synthesize it. The reactants are: [F:1][C:2]1[CH:7]=[C:6]([C:8]([F:11])([F:10])[F:9])[CH:5]=[CH:4][C:3]=1[C:12](Cl)=[O:13].[NH2:15][C:16]1[N:21]=[CH:20][N:19]=[C:18]2[N:22]([CH:34]3[CH2:39][CH2:38][N:37]([C:40]([O:42][C:43]([CH3:46])([CH3:45])[CH3:44])=[O:41])[CH2:36][CH2:35]3)[N:23]=[C:24]([C:25]3[CH:30]=[CH:29][C:28]([NH2:31])=[C:27]([O:32][CH3:33])[CH:26]=3)[C:17]=12. (2) Given the product [Cl:1][C:2]1[CH:3]=[CH:4][C:5]([CH2:8][Cl:12])=[N:6][CH:7]=1, predict the reactants needed to synthesize it. The reactants are: [Cl:1][C:2]1[CH:3]=[CH:4][C:5]([CH2:8]O)=[N:6][CH:7]=1.S(Cl)([Cl:12])=O.CCOC(C)=O.C([O-])([O-])=O.[Na+].[Na+]. (3) Given the product [CH2:16]([O:14][C:7]1[CH:6]=[C:5]([CH:10]=[CH:9][C:8]=1[N+:11]([O-:13])=[O:12])[C:4]([NH:3][CH2:1][CH3:2])=[O:15])[CH3:17], predict the reactants needed to synthesize it. The reactants are: [CH2:1]([NH:3][C:4](=[O:15])[C:5]1[CH:10]=[CH:9][C:8]([N+:11]([O-:13])=[O:12])=[C:7]([OH:14])[CH:6]=1)[CH3:2].[CH2:16](Br)[CH3:17].C(=O)([O-])[O-].[K+].[K+]. (4) Given the product [CH2:3]([C:7]1[C:11]([CH2:12][O:13][C:19]2[N:18]=[N:17][C:16]([Cl:15])=[CH:21][CH:20]=2)=[C:10]([CH3:14])[O:9][N:8]=1)[CH2:4][CH2:5][CH3:6], predict the reactants needed to synthesize it. The reactants are: [H-].[Na+].[CH2:3]([C:7]1[C:11]([CH2:12][OH:13])=[C:10]([CH3:14])[O:9][N:8]=1)[CH2:4][CH2:5][CH3:6].[Cl:15][C:16]1[N:17]=[N:18][C:19](Cl)=[CH:20][CH:21]=1. (5) Given the product [C:1]([C:3]1[CH:4]=[C:5]2[C:9](=[CH:10][CH:11]=1)[NH:8][C:7](=[O:12])[C@@:6]2([NH:22][C:23]([N:66]1[CH2:67][C:63]2([CH2:64][N:61]([CH2:60][CH2:59][N:53]3[CH2:58][CH2:57][CH2:56][CH2:55][CH2:54]3)[CH2:62]2)[CH2:65]1)=[O:31])[C:13]1[C:14]([O:19][CH2:20][CH3:21])=[N:15][CH:16]=[CH:17][CH:18]=1)#[N:2], predict the reactants needed to synthesize it. The reactants are: [C:1]([C:3]1[CH:4]=[C:5]2[C:9](=[CH:10][CH:11]=1)[NH:8][C:7](=[O:12])[C@@:6]2([NH:22][C:23](=[O:31])OC1C=CC=CC=1)[C:13]1[C:14]([O:19][CH2:20][CH3:21])=[N:15][CH:16]=[CH:17][CH:18]=1)#[N:2].FC(F)(F)C(O)=O.FC(F)(F)C(O)=O.FC(F)(F)C(O)=O.[N:53]1([CH2:59][CH2:60][N:61]2[CH2:64][C:63]3([CH2:67][NH:66][CH2:65]3)[CH2:62]2)[CH2:58][CH2:57][CH2:56][CH2:55][CH2:54]1.